This data is from Catalyst prediction with 721,799 reactions and 888 catalyst types from USPTO. The task is: Predict which catalyst facilitates the given reaction. (1) Reactant: C([CH:3]([C:7](Cl)=[O:8])[C:4](Cl)=[O:5])C.[C:10]1([C:16]2[N:17]=[C:18]([NH2:21])[S:19][CH:20]=2)[CH:15]=[CH:14][CH:13]=[CH:12][CH:11]=1.CCN([CH:28]([CH3:30])C)C(C)C.[OH2:31]. Product: [CH2:28]([O:31][C:7](=[O:8])[CH2:3][C:4]([NH:21][C:18]1[S:19][CH:20]=[C:16]([C:10]2[CH:11]=[CH:12][CH:13]=[CH:14][CH:15]=2)[N:17]=1)=[O:5])[CH3:30]. The catalyst class is: 22. (2) Reactant: [NH2:1][C:2]1[CH:7]=[C:6]([CH2:8][C:9]([O:11][CH2:12][CH3:13])=[O:10])[C:5]([Br:14])=[CH:4][N:3]=1.C1COCC1.[C:20]([N:28]=[C:29]=[S:30])(=[O:27])[C:21]1[CH:26]=[CH:25][CH:24]=[CH:23][CH:22]=1. Product: [C:20]([NH:28][C:29](=[S:30])[NH:1][C:2]1[CH:7]=[C:6]([CH2:8][C:9]([O:11][CH2:12][CH3:13])=[O:10])[C:5]([Br:14])=[CH:4][N:3]=1)(=[O:27])[C:21]1[CH:26]=[CH:25][CH:24]=[CH:23][CH:22]=1. The catalyst class is: 175. (3) Reactant: [CH3:1][C:2]([C:4]1[CH:9]=[CH:8][C:7]([Cl:10])=[CH:6][C:5]=1[OH:11])=[O:3].[CH3:12][C:13]([CH3:15])=O.N1CCCC1. Product: [Cl:10][C:7]1[CH:8]=[CH:9][C:4]2[C:2](=[O:3])[CH2:1][C:13]([CH3:15])([CH3:12])[O:11][C:5]=2[CH:6]=1. The catalyst class is: 5. (4) Reactant: [CH3:1][C:2]1[C:3]([CH:22]([C:25]2[NH:29][C:28]3[CH:30]=[CH:31][C:32]([C:34]#[N:35])=[CH:33][C:27]=3[N:26]=2)[CH2:23][OH:24])=[C:4]2[C:8](=[C:9]([CH3:11])[CH:10]=1)[N:7](S(C1C=CC(C)=CC=1)(=O)=O)[CH:6]=[CH:5]2.C(N)CC(C)C.[OH-].[K+]. Product: [CH3:1][C:2]1[C:3]([CH:22]([C:25]2[NH:29][C:28]3[CH:30]=[CH:31][C:32]([C:34]#[N:35])=[CH:33][C:27]=3[N:26]=2)[CH2:23][OH:24])=[C:4]2[C:8](=[C:9]([CH3:11])[CH:10]=1)[NH:7][CH:6]=[CH:5]2. The catalyst class is: 14. (5) Reactant: [CH3:1][C:2]1[S:3][C:4]2[CH:10]=[CH:9][CH:8]=[CH:7][C:5]=2[N:6]=1.[Br:11][CH2:12][CH2:13][OH:14]. Product: [Br-:11].[OH:14][CH2:13][CH2:12][N+:6]1[C:5]2[CH:7]=[CH:8][CH:9]=[CH:10][C:4]=2[S:3][C:2]=1[CH3:1]. The catalyst class is: 13. (6) Reactant: [Cl:1][C:2]1[CH:3]=[C:4]([C:8]2O[C:10](=[O:20])[C:11]3[C:16]([CH:17]=2)=[CH:15][CH:14]=[C:13]([O:18][CH3:19])[CH:12]=3)[CH:5]=[CH:6][CH:7]=1.[NH2:21][CH2:22][C:23]([NH:25][CH:26]([CH3:28])[CH3:27])=[O:24]. Product: [Cl:1][C:2]1[CH:3]=[C:4]([C:8]2[N:21]([CH2:22][C:23]([NH:25][CH:26]([CH3:28])[CH3:27])=[O:24])[C:10](=[O:20])[C:11]3[C:16]([CH:17]=2)=[CH:15][CH:14]=[C:13]([O:18][CH3:19])[CH:12]=3)[CH:5]=[CH:6][CH:7]=1. The catalyst class is: 14.